From a dataset of Full USPTO retrosynthesis dataset with 1.9M reactions from patents (1976-2016). Predict the reactants needed to synthesize the given product. (1) The reactants are: [O:1]1[CH2:5][CH2:4][CH2:3][CH2:2]1.[CH3:6][CH:7]1[CH2:13][C:12](=O)[NH:11][CH2:10][NH:9][C:8]1=[O:15].[C:16](=[O:21])([O:19]C)OC. Given the product [CH3:6][CH:7]([CH2:13][C:16]([OH:19])=[O:21])[C:8]([OH:15])=[O:1].[CH2:10]([NH2:11])[NH2:9].[CH3:8][N:9]1[C:2](=[O:1])[CH2:3][CH:4]([CH3:5])[C:16](=[O:21])[N:11]([CH3:12])[CH2:10]1, predict the reactants needed to synthesize it. (2) Given the product [F:9][C:6]1[CH:5]=[C:4]([N+:10]([O-:12])=[O:11])[CH:3]=[C:2]([F:1])[C:7]=1[N:22]1[CH2:27][CH2:26][S:25][CH2:24][CH2:23]1, predict the reactants needed to synthesize it. The reactants are: [F:1][C:2]1[CH:3]=[C:4]([N+:10]([O-:12])=[O:11])[CH:5]=[C:6]([F:9])[C:7]=1F.C(N(CC)C(C)C)(C)C.[NH:22]1[CH2:27][CH2:26][S:25][CH2:24][CH2:23]1. (3) Given the product [C:10]([Si:7]([O:14][CH2:15][CH2:16][O:17][C:24]1[CH:23]=[CH:22][C:21]([N+:26]([O-:28])=[O:27])=[CH:20][C:19]=1[Cl:18])([CH3:9])[CH3:8])([CH3:12])([CH3:13])[CH3:11], predict the reactants needed to synthesize it. The reactants are: CC(C)([O-])C.[K+].[Si:7]([O:14][CH2:15][CH2:16][OH:17])([C:10]([CH3:13])([CH3:12])[CH3:11])([CH3:9])[CH3:8].[Cl:18][C:19]1[CH:20]=[C:21]([N+:26]([O-:28])=[O:27])[CH:22]=[CH:23][C:24]=1F. (4) Given the product [Cl:1][C:2]1[C:3]([N:13]2[CH2:18][CH2:17][N:16]([CH2:19][CH2:20][S:21]([CH3:24])(=[O:23])=[O:22])[CH2:15][CH2:14]2)=[CH:4][C:5]([O:11][CH3:12])=[C:6]([CH:7]=1)[NH2:8], predict the reactants needed to synthesize it. The reactants are: [Cl:1][C:2]1[CH:7]=[C:6]([N+:8]([O-])=O)[C:5]([O:11][CH3:12])=[CH:4][C:3]=1[N:13]1[CH2:18][CH2:17][N:16]([CH2:19][CH2:20][S:21]([CH3:24])(=[O:23])=[O:22])[CH2:15][CH2:14]1.CCOC(C)=O. (5) The reactants are: C[O:2][CH2:3][C@H:4]([CH3:36])[O:5][C:6]1[CH:7]=[C:8]([C:23]2[NH:27][C:26]([C:28]3[O:29][CH2:30][C@@H:31]([C@@H:33]([OH:35])[CH3:34])[N:32]=3)=[CH:25][CH:24]=2)[CH:9]=[C:10]([O:12][C:13]2[CH:14]=[N:15][C:16]([S:19]([CH3:22])(=[O:21])=[O:20])=[CH:17][CH:18]=2)[CH:11]=1.B(Br)(Br)Br.C(=O)([O-])O.[Na+]. Given the product [OH:35][C@H:33]([C@@H:31]1[CH2:30][O:29][C:28]([C:26]2[NH:27][C:23]([C:8]3[CH:7]=[C:6]([CH:11]=[C:10]([O:12][C:13]4[CH:14]=[N:15][C:16]([S:19]([CH3:22])(=[O:20])=[O:21])=[CH:17][CH:18]=4)[CH:9]=3)[O:5][C@@H:4]([CH3:36])[CH2:3][OH:2])=[CH:24][CH:25]=2)=[N:32]1)[CH3:34], predict the reactants needed to synthesize it. (6) Given the product [CH2:34]([N:19]([CH2:17][CH3:18])[CH2:20][CH2:21][CH2:22][C:23]1[CH:24]=[C:25]2[C:29](=[CH:30][CH:31]=1)[NH:28][C:27]([CH:32]=[C:11]1[C:10]3[C:14](=[CH:15][C:7]([C:1]4[CH:2]=[CH:3][CH:4]=[CH:5][CH:6]=4)=[CH:8][CH:9]=3)[NH:13][C:12]1=[O:16])=[CH:26]2)[CH3:35], predict the reactants needed to synthesize it. The reactants are: [C:1]1([C:7]2[CH:15]=[C:14]3[C:10]([CH2:11][C:12](=[O:16])[NH:13]3)=[CH:9][CH:8]=2)[CH:6]=[CH:5][CH:4]=[CH:3][CH:2]=1.[CH2:17]([N:19]([CH2:34][CH3:35])[CH2:20][CH2:21][CH2:22][C:23]1[CH:24]=[C:25]2[C:29](=[CH:30][CH:31]=1)[NH:28][C:27]([CH:32]=O)=[CH:26]2)[CH3:18].N1CCCCC1. (7) Given the product [NH2:8][C:5]1[CH:4]2[N:9]=[CH:10][N:11]([C@@H:12]3[CH2:13][C@H:14]([CH3:22])[C@@H:15]([OH:16])[C@H:19]3[OH:18])[CH:3]2[C:2]([F:1])=[CH:7][N:6]=1, predict the reactants needed to synthesize it. The reactants are: [F:1][C:2]1[C:3]2[N:11]([C@H:12]3[C@H:19]4[C@H:15]([O:16]C(C)(C)[O:18]4)[C@@H:14]([CH3:22])[CH2:13]3)[CH:10]=[N:9][C:4]=2[C:5]([NH2:8])=[N:6][CH:7]=1.Cl. (8) Given the product [SiH2:18]1[CH:13]=[CH:12][CH:16]=[CH:17]1.[O:3]=[C:1]([NH:28][CH2:29][CH2:30][CH2:31][Si:32]([O:39][CH2:40][CH3:41])([O:33][CH2:34][CH3:35])[O:36][CH2:37][CH3:38])[CH2:45][CH2:44][CH2:43][C:42]([OH:47])=[O:48], predict the reactants needed to synthesize it. The reactants are: [CH2:1]([O:3][Si](O[CH2:12][CH3:13])(O[CH2:12][CH3:13])[O:3][CH2:1]C)C.SC[CH2:16][CH2:17][Si:18](OCC)(OCC)OCC.[NH2:28][CH2:29][CH2:30][CH2:31][Si:32]([O:39][CH2:40][CH3:41])([O:36][CH2:37][CH3:38])[O:33][CH2:34][CH3:35].[C:42]1(=[O:48])[O:47][C:45](=O)[CH2:44][CH2:43]1. (9) Given the product [F:26][C:23]1[CH:22]=[CH:21][C:20]([C:18]2[N:19]=[C:15]([NH:14][C:12](=[O:13])[C@@H:11]([NH:10][C:9]([C@@H:8]3[O:7][C@H:6]3[C:4]([OH:5])=[O:3])=[O:33])[CH2:27][C:28]3[N:29]=[CH:30][NH:31][CH:32]=3)[S:16][CH:17]=2)=[CH:25][CH:24]=1, predict the reactants needed to synthesize it. The reactants are: C([O:3][C:4]([C@H:6]1[C@H:8]([C:9](=[O:33])[NH:10][CH:11]([CH2:27][C:28]2[N:29]=[CH:30][NH:31][CH:32]=2)[C:12]([NH:14][C:15]2[S:16][CH:17]=[C:18]([C:20]3[CH:25]=[CH:24][C:23]([F:26])=[CH:22][CH:21]=3)[N:19]=2)=[O:13])[O:7]1)=[O:5])C.[Li+].[OH-].